From a dataset of Full USPTO retrosynthesis dataset with 1.9M reactions from patents (1976-2016). Predict the reactants needed to synthesize the given product. (1) Given the product [Br:12][CH2:13][CH2:14][CH2:15][CH2:16][C:5]([CH2:4][CH2:3][C:2]([F:10])([F:11])[F:1])([C:8]#[N:9])[C:6]#[N:7], predict the reactants needed to synthesize it. The reactants are: [F:1][C:2]([F:11])([F:10])[CH2:3][CH2:4][CH:5]([C:8]#[N:9])[C:6]#[N:7].[Br:12][CH2:13][CH2:14][CH2:15][CH2:16]Br.C(=O)([O-])[O-].[K+].[K+].Cl. (2) Given the product [CH2:8]([CH:7]1[CH2:6][CH:19]1[C:20]([OH:21])=[O:12])[CH2:9][CH2:10][CH3:11], predict the reactants needed to synthesize it. The reactants are: [H-].[Na+].[H][H].O1[CH:7]([CH2:8][CH2:9][CH2:10][CH3:11])[CH2:6]1.[OH-:12].[Na+].COCCO[CH2:19][CH2:20][O:21]C. (3) The reactants are: [NH2:1][C:2]1[CH:7]=[CH:6][C:5]([C:8]2[C:16]3[C:15]([NH2:17])=[N:14][CH:13]=[N:12][C:11]=3[S:10][C:9]=2[CH2:18][CH3:19])=[CH:4][CH:3]=1.[O:20]([C:22]#[N:23])[Na]. Given the product [NH2:17][C:15]1[C:16]2[C:8]([C:5]3[CH:4]=[CH:3][C:2]([NH:1][C:22]([NH2:23])=[O:20])=[CH:7][CH:6]=3)=[C:9]([CH2:18][CH3:19])[S:10][C:11]=2[N:12]=[CH:13][N:14]=1, predict the reactants needed to synthesize it. (4) The reactants are: [CH2:1]([C@H:8]1[N:13]([C:14]([C:16]2[NH:17][C:18]([CH:34]=O)=[C:19]([C:27]3[CH:32]=[CH:31][CH:30]=[C:29]([Br:33])[CH:28]=3)[C:20]=2[C:21]2[CH:26]=[CH:25][CH:24]=[CH:23][CH:22]=2)=[O:15])[CH2:12][CH2:11][N:10](C(OC(C)(C)C)=O)[CH2:9]1)[C:2]1[CH:7]=[CH:6][CH:5]=[CH:4][CH:3]=1.[NH:43]1[CH2:48][CH2:47][O:46][CH2:45][CH2:44]1.C(O[BH-](OC(=O)C)OC(=O)C)(=O)C.[Na+].C(=O)([O-])[O-].[K+].[K+]. Given the product [CH2:1]([C@@H:8]1[CH2:9][NH:10][CH2:11][CH2:12][N:13]1[C:14]([C:16]1[NH:17][C:18]([CH2:34][N:43]2[CH2:48][CH2:47][O:46][CH2:45][CH2:44]2)=[C:19]([C:27]2[CH:32]=[CH:31][CH:30]=[C:29]([Br:33])[CH:28]=2)[C:20]=1[C:21]1[CH:26]=[CH:25][CH:24]=[CH:23][CH:22]=1)=[O:15])[C:2]1[CH:3]=[CH:4][CH:5]=[CH:6][CH:7]=1, predict the reactants needed to synthesize it. (5) Given the product [CH3:14][C:4]1([NH2:9])[C:3]([NH2:2])=[CH:8][CH:7]=[N:6][CH2:5]1, predict the reactants needed to synthesize it. The reactants are: C[NH:2][C:3]1[CH:8]=[CH:7][N:6]=[CH:5][C:4]=1[N+:9]([O-])=O.[H][H].[CH3:14]O. (6) Given the product [Cl:1][C:2]1[CH:3]=[C:4]([CH:8]=[CH:9][N:10]=1)[C:5]([NH:16][CH2:25][CH2:24][CH2:23][N:22]([CH2:20][CH3:21])[CH2:27][CH3:28])=[O:7], predict the reactants needed to synthesize it. The reactants are: [Cl:1][C:2]1[CH:3]=[C:4]([CH:8]=[CH:9][N:10]=1)[C:5]([OH:7])=O.S(Cl)(Cl)=O.C[N:16](C=O)C.[CH2:20]([N:22]([CH2:27][CH3:28])[CH2:23][CH:24](N)[CH3:25])[CH3:21].[OH-].[Na+].ClC1C=C(C=CN=1)C(Cl)=O. (7) Given the product [Br:1][C:2]1[N:3]=[CH:4][C:5]([CH:16]=[O:17])=[CH:6][CH:7]=1, predict the reactants needed to synthesize it. The reactants are: [Br:1][C:2]1[CH:7]=[CH:6][C:5](Br)=[CH:4][N:3]=1.C([Li])CCC.CN(C)[CH:16]=[O:17]. (8) Given the product [Cl:14][CH2:15][CH2:16][CH2:17][CH2:18][N:8]1[C:7]2[CH:11]=[C:3]([C:1]#[N:2])[CH:4]=[CH:5][C:6]=2[N:10]=[CH:9]1, predict the reactants needed to synthesize it. The reactants are: [C:1]([C:3]1[CH:4]=[CH:5][C:6]2[N:10]=[CH:9][NH:8][C:7]=2[CH:11]=1)#[N:2].[OH-].[Na+].[Cl:14][CH2:15][CH2:16][CH2:17][CH2:18]Br.